Dataset: Reaction yield outcomes from USPTO patents with 853,638 reactions. Task: Predict the reaction yield, written as a fraction of the theoretical maximum amount of product (1.0 means a 100% yield; for example, 0.34 means a 34% yield). The reactants are [CH3:1][O:2][C:3]1[CH:8]=[CH:7][C:6]([C@@H:9]([NH2:11])[CH3:10])=[CH:5][CH:4]=1.[N:12]1[C:21]2[C:20](=O)[CH2:19][CH2:18][CH2:17][C:16]=2[CH:15]=[CH:14][CH:13]=1.C(O)(=O)C.C(O[BH-](OC(=O)C)OC(=O)C)(=O)C.[Na+].C(=O)([O-])[O-].[Na+].[Na+]. The catalyst is ClCCl. The product is [CH3:1][O:2][C:3]1[CH:8]=[CH:7][C:6]([C@@H:9]([NH:11][C@@H:20]2[C:21]3[N:12]=[CH:13][CH:14]=[CH:15][C:16]=3[CH2:17][CH2:18][CH2:19]2)[CH3:10])=[CH:5][CH:4]=1. The yield is 0.700.